Predict the reactants needed to synthesize the given product. From a dataset of Full USPTO retrosynthesis dataset with 1.9M reactions from patents (1976-2016). (1) Given the product [Cl:1][C:2]1[CH:3]=[C:4]([O:5][CH2:6][C:7]2[S:11][C:10]([C:12]3[CH:13]=[CH:14][C:15]([C:18]([F:20])([F:21])[F:19])=[CH:16][CH:17]=3)=[N:9][C:8]=2[CH2:22][O:23][CH2:37][CH2:38][N:39]2[CH2:44][CH2:43][O:42][CH2:41][CH2:40]2)[CH:28]=[CH:29][C:30]=1[C:31]#[N:32], predict the reactants needed to synthesize it. The reactants are: [Cl:1][C:2]1[CH:3]=[C:4]([CH:28]=[CH:29][C:30]=1[C:31]#[N:32])[O:5][CH2:6][C:7]1[S:11][C:10]([C:12]2[CH:17]=[CH:16][C:15]([C:18]([F:21])([F:20])[F:19])=[CH:14][CH:13]=2)=[N:9][C:8]=1[CH2:22][O:23]S(C)(=O)=O.[H-].[Na+].O.O[CH2:37][CH2:38][N:39]1[CH2:44][CH2:43][O:42][CH2:41][CH2:40]1. (2) Given the product [Cl:26][C:23]1[N:24]=[CH:25][C:20]([NH2:19])=[C:21]([C:27]2([CH3:28])[O:18][CH:14]([CH3:13])[CH:15]([CH3:16])[O:17]2)[CH:22]=1, predict the reactants needed to synthesize it. The reactants are: O.C1(C)C=CC(S(O)(=O)=O)=CC=1.[CH3:13][CH:14]([OH:18])[CH:15]([OH:17])[CH3:16].[NH2:19][C:20]1[C:21]([C:27](=O)[CH3:28])=[CH:22][C:23]([Cl:26])=[N:24][CH:25]=1.